This data is from Reaction yield outcomes from USPTO patents with 853,638 reactions. The task is: Predict the reaction yield, written as a fraction of the theoretical maximum amount of product (1.0 means a 100% yield; for example, 0.34 means a 34% yield). (1) The reactants are [O:1]1[C:5]2[CH:6]=[CH:7][C:8]([C:10]3([C:13]([NH:15][C:16]4[CH:17]=[C:18]([C:23]5[CH:28]=[CH:27][C:26]([CH2:29][NH:30][CH3:31])=[CH:25][CH:24]=5)[C:19]([CH3:22])=[CH:20][CH:21]=4)=[O:14])[CH2:12][CH2:11]3)=[CH:9][C:4]=2[O:3][CH2:2]1.[CH3:32][S:33](Cl)(=[O:35])=[O:34].CCN(CC)CC. The catalyst is CN(C)C=O. The product is [O:1]1[C:5]2[CH:6]=[CH:7][C:8]([C:10]3([C:13]([NH:15][C:16]4[CH:17]=[C:18]([C:23]5[CH:24]=[CH:25][C:26]([CH2:29][N:30]([CH3:31])[S:33]([CH3:32])(=[O:35])=[O:34])=[CH:27][CH:28]=5)[C:19]([CH3:22])=[CH:20][CH:21]=4)=[O:14])[CH2:11][CH2:12]3)=[CH:9][C:4]=2[O:3][CH2:2]1. The yield is 0.640. (2) The reactants are O[C:2]1[C:11]([NH:12][C:13](=[O:20])[C:14]2[CH:19]=[CH:18][CH:17]=[N:16][CH:15]=2)=[CH:10][CH:9]=[CH:8][C:3]=1[C:4]([O:6][CH3:7])=[O:5].CC1C=CC(S(O)(=O)=O)=CC=1. The catalyst is C1(C)C=CC=CC=1. The product is [N:16]1[CH:17]=[CH:18][CH:19]=[C:14]([C:13]2[O:20][C:2]3[C:3]([C:4]([O:6][CH3:7])=[O:5])=[CH:8][CH:9]=[CH:10][C:11]=3[N:12]=2)[CH:15]=1. The yield is 0.670. (3) The product is [OH:21][CH2:20][C:1]1([S:4]([NH:7][C:8](=[O:14])[O:9][C:10]([CH3:11])([CH3:13])[CH3:12])(=[O:6])=[O:5])[CH2:2][CH2:3]1. The reactants are [CH:1]1([S:4]([NH:7][C:8](=[O:14])[O:9][C:10]([CH3:13])([CH3:12])[CH3:11])(=[O:6])=[O:5])[CH2:3][CH2:2]1.C([Li])CCC.[CH2:20]=[O:21]. The catalyst is C1COCC1. The yield is 0.790. (4) The reactants are [C:1]([O:5][C:6]([N:8]([C:16]1[C:21]([C:22]#[C:23][Si](C)(C)C)=[N:20][C:19]([C:28]2[CH:33]=[CH:32][C:31]([S:34]([CH:37]([CH3:39])[CH3:38])(=[O:36])=[O:35])=[CH:30][CH:29]=2)=[CH:18][N:17]=1)[C:9](=[O:15])[O:10][C:11]([CH3:14])([CH3:13])[CH3:12])=[O:7])([CH3:4])([CH3:3])[CH3:2].C(=O)([O-])[O-].[Na+].[Na+]. The catalyst is CO. The product is [C:1]([O:5][C:6]([N:8]([C:16]1[C:21]([C:22]#[CH:23])=[N:20][C:19]([C:28]2[CH:29]=[CH:30][C:31]([S:34]([CH:37]([CH3:39])[CH3:38])(=[O:36])=[O:35])=[CH:32][CH:33]=2)=[CH:18][N:17]=1)[C:9](=[O:15])[O:10][C:11]([CH3:13])([CH3:14])[CH3:12])=[O:7])([CH3:2])([CH3:3])[CH3:4]. The yield is 0.890. (5) The product is [Cl:19][C:17]1[CH:18]=[C:13]([NH:11][C:9]2[CH:10]=[C:4]3[CH2:3][N:2]([CH3:1])[CH2:7][CH2:6][N:5]3[N:8]=2)[C:14](=[O:20])[NH:15][N:16]=1. The reactants are [CH3:1][N:2]1[CH2:7][CH2:6][N:5]2[N:8]=[C:9]([NH2:11])[CH:10]=[C:4]2[CH2:3]1.Br[C:13]1[C:14](=[O:20])[NH:15][N:16]=[C:17]([Cl:19])[CH:18]=1.[Li+].C[Si]([N-][Si](C)(C)C)(C)C.CC1(C)C2C(=C(P(C3C=CC=CC=3)C3C=CC=CC=3)C=CC=2)OC2C(P(C3C=CC=CC=3)C3C=CC=CC=3)=CC=CC1=2.Cl. The catalyst is C1C=CC(/C=C/C(/C=C/C2C=CC=CC=2)=O)=CC=1.C1C=CC(/C=C/C(/C=C/C2C=CC=CC=2)=O)=CC=1.C1C=CC(/C=C/C(/C=C/C2C=CC=CC=2)=O)=CC=1.[Pd].[Pd].O.C1COCC1.O1CCOCC1. The yield is 0.740. (6) The reactants are [NH2:1][C:2]1[C:3]([F:24])=[C:4]2[C:8](=[CH:9][C:10]=1[F:11])[C:7](=O)[C:6]([CH2:20][CH2:21][CH2:22][CH3:23])([CH2:13][CH2:14][C:15](=[O:19])[CH2:16][CH2:17][CH3:18])[CH2:5]2.C(O)(=O)C.Cl.C([O-])([O-])=O.[Na+].[Na+]. The catalyst is C(Cl)Cl. The product is [NH2:1][C:2]1[C:3]([F:24])=[C:4]2[C:8]([C:7]3[C:6]([CH2:20][CH2:21][CH2:22][CH3:23])([CH2:5]2)[CH2:13][CH2:14][C:15](=[O:19])[C:16]=3[CH2:17][CH3:18])=[CH:9][C:10]=1[F:11]. The yield is 0.480.